The task is: Predict the reaction yield, written as a fraction of the theoretical maximum amount of product (1.0 means a 100% yield; for example, 0.34 means a 34% yield).. This data is from Reaction yield outcomes from USPTO patents with 853,638 reactions. (1) The product is [CH2:12]([O:1][CH2:2][C:3]1([C:8]#[N:9])[CH2:7][CH2:6][CH2:5][CH2:4]1)[C:13]1[CH:18]=[CH:17][CH:16]=[CH:15][CH:14]=1. The yield is 0.640. The reactants are [OH:1][CH2:2][C:3]1([C:8]#[N:9])[CH2:7][CH2:6][CH2:5][CH2:4]1.[H-].[Na+].[CH2:12](Br)[C:13]1[CH:18]=[CH:17][CH:16]=[CH:15][CH:14]=1.O. The catalyst is CN(C=O)C.[Cl-].[Na+].O. (2) The reactants are [CH3:1][C:2]1[C:6]([CH3:8])([CH3:7])[CH:5]([CH2:9][CH:10]=O)[CH2:4][CH:3]=1.[C:12]([CH:17]=P(C1C=CC=CC=1)(C1C=CC=CC=1)C1C=CC=CC=1)([O:14][CH2:15][CH3:16])=[O:13]. The catalyst is C(OC)(C)(C)C. The product is [CH3:8][C:6]1([CH3:7])[C:2]([CH3:1])=[CH:3][CH2:4][CH:5]1[CH2:9][CH:10]=[CH:17][C:12]([O:14][CH2:15][CH3:16])=[O:13]. The yield is 0.890. (3) The reactants are Cl.[Br:2][C:3]1[CH:8]=[CH:7][C:6]([NH:9]N)=[CH:5][CH:4]=1.Cl.[NH:12]1[CH2:17][CH2:16][C:15](=O)[CH2:14][CH2:13]1.Cl. The catalyst is C(O)C. The product is [Br:2][C:3]1[CH:8]=[CH:7][C:6]2[NH:9][C:15]3[CH2:16][CH2:17][NH:12][CH2:13][C:14]=3[C:5]=2[CH:4]=1. The yield is 0.393. (4) The reactants are [CH2:1]([C:7]1[CH:11]=[CH:10][S:9][CH:8]=1)[CH2:2][CH2:3][CH2:4][CH2:5][CH3:6].[Li][CH2:13][CH2:14][CH2:15][CH3:16].[CH2:17]([Sn:21](Cl)([CH2:26][CH2:27][CH2:28][CH3:29])[CH2:22][CH2:23][CH2:24][CH3:25])[CH2:18][CH2:19][CH3:20]. The catalyst is C1COCC1. The product is [CH2:1]([C:7]1[CH:11]=[C:10]([Sn:21]([CH2:22][CH2:23][CH2:24][CH3:25])([CH2:17][CH2:18][CH2:19][CH3:20])[CH2:13][CH2:14][CH2:15][CH3:16])[S:9][C:8]=1[Sn:21]([CH2:26][CH2:27][CH2:28][CH3:29])([CH2:22][CH2:23][CH2:24][CH3:25])[CH2:17][CH2:18][CH2:19][CH3:20])[CH2:2][CH2:3][CH2:4][CH2:5][CH3:6]. The yield is 0.950. (5) The reactants are [NH2:1][C@@H:2]1[CH2:7][CH2:6][N:5]([CH2:8][CH2:9][N:10]2[C:19]3[C:14](=[C:15]([F:21])[CH:16]=[C:17]([F:20])[CH:18]=3)[CH:13]=[CH:12][C:11]2=[O:22])[CH2:4][C@H:3]1[C:23]([O:25][CH3:26])=[O:24].[O:27]1[C:36]2[CH:35]=[C:34]([CH:37]=O)[N:33]=[CH:32][C:31]=2[O:30][CH2:29][CH2:28]1.C(O[BH-](OC(=O)C)OC(=O)C)(=O)C.[Na+]. No catalyst specified. The product is [F:21][C:15]1[CH:16]=[C:17]([F:20])[CH:18]=[C:19]2[C:14]=1[CH:13]=[CH:12][C:11](=[O:22])[N:10]2[CH2:9][CH2:8][N:5]1[CH2:6][CH2:7][C@@H:2]([NH:1][CH2:37][C:34]2[N:33]=[CH:32][C:31]3[O:30][CH2:29][CH2:28][O:27][C:36]=3[CH:35]=2)[C@H:3]([C:23]([O:25][CH3:26])=[O:24])[CH2:4]1. The yield is 0.790. (6) The reactants are [F:1][C:2]1[CH:3]=[C:4]2[C:9](=[C:10]([F:12])[CH:11]=1)[O:8][CH2:7][C:6]([N+]([O-])=O)=[CH:5]2.C(O)(=[O:18])C. The catalyst is [Fe]. The product is [F:1][C:2]1[CH:3]=[C:4]2[C:9](=[C:10]([F:12])[CH:11]=1)[O:8][CH2:7][C:6](=[O:18])[CH2:5]2. The yield is 0.870. (7) The reactants are N(OCCC(C)C)=O.[CH3:9][O:10][C:11]([C:13]1[S:17][C:16](N)=[N:15][CH:14]=1)=[O:12].C(OCC)(=O)C. The catalyst is O1CCOCC1. The product is [CH3:9][O:10][C:11]([C:13]1[S:17][CH:16]=[N:15][CH:14]=1)=[O:12]. The yield is 0.480. (8) The reactants are N(C(C)C)(C(C)C)CC.[N:10]([CH2:19][C:20]#[CH:21])([Si:15]([CH3:18])([CH3:17])[CH3:16])[Si:11]([CH3:14])([CH3:13])[CH3:12].I[Si:23]([CH3:26])([CH3:25])[CH3:24]. The catalyst is C1(C)C=CC=CC=1. The product is [CH3:16][Si:15]([CH3:18])([CH3:17])[N:10]([CH2:19][C:20]#[C:21][Si:23]([CH3:26])([CH3:25])[CH3:24])[Si:11]([CH3:12])([CH3:13])[CH3:14]. The yield is 0.960. (9) The reactants are [CH3:1][CH:2]1[CH2:6][CH2:5][CH2:4][NH:3]1.Cl[CH2:8][CH2:9][CH2:10][O:11][C:12]1[CH:17]=[CH:16][C:15]([C:18]2[O:19][C:20]([C:24]([N:26]([CH2:30][CH:31]3[CH2:33][CH2:32]3)[CH2:27][CH2:28][CH3:29])=[O:25])=[C:21]([CH3:23])[N:22]=2)=[CH:14][CH:13]=1.C(=O)([O-])[O-].[K+].[K+].[I-].[Na+]. The catalyst is C(#N)C. The product is [CH:31]1([CH2:30][N:26]([CH2:27][CH2:28][CH3:29])[C:24]([C:20]2[O:19][C:18]([C:15]3[CH:14]=[CH:13][C:12]([O:11][CH2:10][CH2:9][CH2:8][N:3]4[CH2:4][CH2:5][CH2:6][CH:2]4[CH3:1])=[CH:17][CH:16]=3)=[N:22][C:21]=2[CH3:23])=[O:25])[CH2:33][CH2:32]1. The yield is 0.350.